This data is from B-cell epitopes from IEDB database with 3,159 antigens for binding position prediction. The task is: Token-level Classification. Given an antigen amino acid sequence, predict which amino acid positions are active epitope sites capable of antibody binding. Output is a list of indices for active positions. (1) Given the antigen sequence: MEEVVIAGMSGKLPESENLQEFWDNLIGGVDMVTDDDRRWKAGLYGLPRRSGKLKDLSRFDASFFGVHPKQAHTMDPQLRLLLEVTYEAIVDGGINPDSLRGTHTGVWVGVSGSETSEALSRDPETLVGYSMVGCQRAMMANRLSFFFDFRGPSIALDTACSSSLMALQNAYQAIHSGQCPAAIVGGINVLLKPNTSVQFLRLGMLSPEGTCKAFDTAGNGYCRSEGVVAVLLTKKSLARRVYATILNAGTNTDGFKEQGVTFPSGDIQEQLIRSLYQSAGVAPESFEYIEAHGTGTKVGDPQELNGITRALCATRQEPLLIGSTKSNMGHPEPASGLAALAKVLLSLEHGLWAPNLHFHSPNPEIPALLDGRLQVVDQPLPVRGGNVGINSFGFGGSNVHIILRPNTQPPPAPAPHATLPRLLRASGRTPEAVQKLLEQGLRHSQDLAFLSMLNDIAAVPATAMPFRGYAVLGGERGGPEVQQVPAGERPLWFICSGMG..., which amino acid positions are active epitope sites? The epitope positions are: [2334, 2335, 2336, 2337, 2338, 2339, 2340, 2341, 2342, 2343]. The amino acids at these positions are: FLFDGSPTYV. (2) Given the antigen sequence: MFPYPTFNYPPMAPINPMAYRDPNPPRRRWRPFRPPLAAQIEDLRRSIANLTLKQRAPNPPAGPPAKRKKPAPKPKPAQAKKKRPPPPAKKQKRKPKPGKRQRMCMKLESDKTFPIMLNGQVNGYACVVGGRVFKPLHVEGRIDNEQLAAIKLKKASIYDLEYGDVPQCMKSDTLQYTSDKPPGFYNWHHGAVQYENNRFTVPRGVGGKGDSGRPILDNKGRVVAIVLGGVNEGSRTALSVVTWNQKGVTVKDTPEGSEPWSLATVMCVLANITFPCDQPPCMPCCYEKNPHETLTMLEQNYDSRAYDQLLDAAVKCNARRTRRDLDTHFTQYKLARPYIADCPNCGHSRCDSPIAIEEVRGDAHAGVIRIQTSAMFGLKTDGVDLAYMSFMNGKTQKSIKIDNLHVRTSAPCSLVSHHGYYILAQCPPGDTVTVGFHDGPNRHTCTVAHKVEFRPVGREKYRHPPEHGVELPCNRYTHKRADQGHYVEMHQPGLVADHS..., which amino acid positions are active epitope sites? The epitope positions are: [534, 535, 536, 537, 538, 539, 540, 541, 542, 543, 544, 545, 546, 547, 548, 549]. The amino acids at these positions are: SDHTTTCTDVKQCRAY. (3) Given the antigen sequence: MVSFSKNKVLSAAVFASVLLLDNNNSAFNNNLCSKNAKGLNLNKRLLHETQAHVDDAHHAHHVADAHHAHHAHHAADAHHAHHAADAHHAHHAADAHHAHHAADAHHAHHAADAHHAHHAADAHHAHHAADAHHAHHAADAHHAHHAADAHHAHHAAYAHHAHHASDAHHAADAHHAAYAHHAHHAADAHHAADAHHAAYAHHAHHAADAHHAADAHHATDAHHAHHAADAHHATDAHHAADAHHAADAHHATDAHHAADAHHATDAHHAADAHHAADAHHATDSHHAHHAADAHHAAAHHATDAHHAAAHHATDAHHAAAHHEAATHCLRH, which amino acid positions are active epitope sites? The epitope positions are: [23, 24, 25, 26, 27, 28, 29, 30, 31, 32, 33, 34, 35, 36, 37, 38, 39, 40, 41, 42]. The amino acids at these positions are: NNSAFNNNLCSKNAKGLNLN. (4) Given the antigen sequence: MAHQCARFHFFLCGFICYLVHSALASNSSSTLCFWFPLAHGNTSFELTINYTICMPCSTSQAARQRLEPGRNMWCKIGHDRCEERDHDELLMSIPSGYDNLKLEGYYAWLAFLSFSYAAQFHPELFGIGNVSRVFVDKRHQFICAEHDGHHSTVSTGHNISALYAAYYHHQIDGGNWFHLEWLRPLFSSWLVLNISWFLRRSPVSPVSRRIYQILRPTRPRLPVSWSFRTSIVSDLTGSQQRKRKFPSESRPNVVKPSVLPSTSR, which amino acid positions are active epitope sites? The epitope positions are: [168, 169, 170, 171, 172, 173, 174, 175, 176, 177, 178, 179]. The amino acids at these positions are: HHQIDGGNWFHL. (5) Given the antigen sequence: MHNVSTTTTGFPLAKILTSTELGDNTIQAANDAANKLFSLTIADLTANQNINTTNAHSTSNILIPELKAPKSLNASSQLTLLIGNLIQILGEKSLTALTNKITAWKSQQQARQQKNLEFSDKINTLLSETEGLTRDYEKQINKLKNADSKIKDLENKINQIQTRLSELDPESPEKKKLSREEIQLTIKKDAAVKDRTLIEQKTLSIHSKLTDKSMQLEKEIDSFSAFSNTASAEQLSTQQKSLTGLASVTQLMATFIQLVGKNNEESLKNDLALFQSLQESRKTEMERKSDEYAAEVRKAEELNRVMGCVGKILGALLTIVSVVAAAFSGGASLALAAVGLALMVTDAIVQAATGNSFMEQALNPIMKAVIEPLIKLLSDAFTKMLEGLGVDSKKAKMIGSILGAIAGALVLVAAVVLVATVGKQAAAKLAENIGKIIGKTLTDLIPKFLKNFSSQLDDLITNAVARLNKFLGAAGDEVISKQIISTHLNQAVLLGESVN..., which amino acid positions are active epitope sites? The epitope positions are: [97, 98, 99, 100, 101, 102, 103, 104, 105, 106, 107, 108]. The amino acids at these positions are: LTNKITAWKSQQ. (6) Given the antigen sequence: MESQNKASSTSINVDEYSSLTSNNENPQNTATLTNLTPDQISALNAHLPNEINIETITSTLTTNNENEVNPLVPSSISNTLDTLTFYQLILIIISIVNFCRKKSQTYNKNFEEKFNLASVQSSNATQQENSNQNKEINEVKESSQTQPPVTPQETVTTQAAATPQETVETQEPVTPQEPVTPQEPVTPQEPVTSHAPVTPQESITVQEPVTVQEPVTTQEPVTTQEPITVQEPVTVQEPVTVQEPVTVQEPVTVQEPVTVQEPVTPQEPVTPQEPVTPQEPVTPQEPVTPQEPVTTQESVTTQEPVTTQEPVTTQEPATTQEPVTTQEPVTPQEPVTTQEPVTTQEPVTIEEPVTTQEPVTIEEPVTTQEPVTTQEPVTTQEPVTTQEPVTTQEPVTTQEPVTVEEHIDEKKGSEGDNISLSSLSEETQEKSHTKKKKSSWLKFGRGNKNDKKNKKEKKSSLESVKQNVEEKQERTLIQENNIEQESVTTEQQLTTQEPV..., which amino acid positions are active epitope sites? The epitope positions are: [611, 612, 613, 614, 615, 616, 617, 618, 619, 620, 621, 622]. The amino acids at these positions are: TTQETVTTQETV. (7) Given the antigen sequence: MDTIAARALTVMRACATLQEARIVLEANVMEILGIAINRYNGLTLRGVTMRPTSLAQRNEMFFMCLDMMLSAAGINVGPISPDYTQHMATIGVLATPEIPFTTEAANETARVTGETSTWGPARQPYGFFLETEEVYQPGRWFMRAAQVVTPVVCGPDMIQVSLNAGARGDVQQIFQGRNDPMMIYLVWRRIENFSMPQGNSQRTLAGVTVSVGGVDMRAGRIIAWDGQAVLQIHNPTQQNAMVQIQVVFYISMDKTLNQYPALTAEIFNVYSFRDHTWHGLRTAIPNRTTLPNMLPPIFPPNDRDSILTILLLSTLADVCSVLRPEFAIHGVNPMPGPLTRAIARAACA, which amino acid positions are active epitope sites? The epitope positions are: [29, 30, 31, 32, 33, 34, 35, 36, 37, 38, 39, 40, 41, 42, 43, 44, 45, 46]. The amino acids at these positions are: MEILGIAINRYNGLTLRG. (8) Given the antigen sequence: MGKFTSFLKRAGNATKRALTSDSAKKMYKLAGKTLQRVVESEVGSAAIDGVMQGAIQSIIQGENLGDSIKQAVILNVAGTLESAPDPLSPGEQLLYNKVSEIEKMEKEDRVIETHNAKIEEKFGKDLLAIRKIVKGEVDAEKLEGNEIKYVEKALSGLLEIGKDQSERITKLYRALQTEEDLRTRDETRMINEYREKFDALKEAIEIEQQATHDEAIQEMLDLSAEVIETASEEVPIFGAGAANVIATTRAIQGGLKLKEIVDKLTGIDLSHLKVADIHPHIIEKAMLRDTVTDKDLAMAIKSKVDVIDEMNVETQHVIDAVLPIVKQEYEKHDNKYHVRIPGALKIHSEHTPKIHIYTTPWDSDSVFMCRAIAPHHQQRSFFIGFDLEIEYVHFEDTSVEGHILHGGAITVEGRGFRQAYTEFMNAAWGMPTTPELHKRKLQRSMGTHPIYMGSMDYAISYEQLVSNAMRLVYDSELQMHCLRGPLKFQRRTLMNALLY..., which amino acid positions are active epitope sites? The epitope positions are: [178, 179, 180, 181, 182, 183, 184]. The amino acids at these positions are: EEDLRTR. (9) The epitope positions are: [3096, 3097, 3098, 3099, 3100, 3101, 3102, 3103, 3104, 3105, 3106, 3107, 3108, 3109, 3110, 3111, 3112, 3113]. The amino acids at these positions are: GLNTFTNMEAQLIRQMEG. Given the antigen sequence: MNNQRKKTGKPSINMLKRVRNRVSTGSQLAKRFSRGLLNGQGPMKLVMAFIAFLRFLAIPPTAGVLARWGTFKKSGAIKVLKGFKKEISNMLSIINKRKKTSLCLMMMLPATLAFHLTSRDGEPRMIVGKNERGKSLLFKTASGINMCTLIAMDLGEMCDDTVTYKCPHITEVEPEDIDCWCNLTSTWVTYGTCNQAGEHRRDKRSVALAPHVGMGLDTRTQTWMSAEGAWRQVEKVETWALRHPGFTILALFLAHYIGTSLTQKVVIFILLMLVTPSMTMRCVGVGNRDFVEGLSGATWVDVVLEHGGCVTTMAKNKPTLDIELQKTEATQLATLRKLCIEGKITNITTDSRCPTQGEAILPEEQDQNYVCKHTYVDRGWGNGCGLFGKGSLVTCAKFQCLESIEGKVVQHENLKYTVIITVHTGDQHQVGNETQGVTAEITSQASTAEAILPEYGTLGLECSPRTGLDFNEMILLTMKNKAWMVHRQWFFDLPLPWTS..., which amino acid positions are active epitope sites? (10) Given the antigen sequence: YSLRKLKTGTASVAVALTVVVAGHTVKANDDITSMTPILSGVGPGNAVDSQFDTEKLANNGMNSKAVKKALDKGREYKKKLKEREQDYQLVVDVHADTVKRHEAEMARKRAHIDKLDEIIKKQSETIEKEVEDYNKLVDEKASLDKKIESANSQLEFKNSQISELVAQAANLNEQIEKLSEEKNKAEEQSNEQLEFKNQQIADLIGKKAELEMKLAKAEEDRATYNRVIEGAKRELTELQAKLDETKQELANQQAQLDAYKAEIAKLIQENKISEASRQGLRRDLDASREAKKQLEAEHQKLEEQNKISEASRQGLRRDLDASREAKKQVEKDLANLTAELDKVKEEKQISDASRQGLRRDLDASREAKKQVEKALEEANSKLAALEKLNKELEESKKLTEKEKAELQAKLEAEAKALKEQLAKQAEELAKLRAGKASDSQTPDTKPGNKAVPGKGQAPQAGTKPNQNKAPMKETKRQLPSTGETANPFFTAAALTVMAT..., which amino acid positions are active epitope sites? The epitope positions are: [28, 29, 30, 31, 32, 33, 34, 35, 36, 37, 38, 39, 40, 41, 42, 43, 44, 45, 46]. The amino acids at these positions are: NDDITSMTPILSGVGPGNA.